This data is from Forward reaction prediction with 1.9M reactions from USPTO patents (1976-2016). The task is: Predict the product of the given reaction. (1) Given the reactants [CH2:1]([O:8][C:9]1[CH:16]=[CH:15][C:12]([CH:13]=[O:14])=[CH:11][C:10]=1[OH:17])[C:2]1[CH:7]=[CH:6][CH:5]=[CH:4][CH:3]=1.[H-].[Na+].I[CH2:21][CH2:22][CH2:23][CH2:24][CH2:25][CH2:26][CH2:27][CH3:28].[NH4+].[Cl-], predict the reaction product. The product is: [CH2:1]([O:8][C:9]1[CH:16]=[CH:15][C:12]([CH:13]=[O:14])=[CH:11][C:10]=1[O:17][CH2:21][CH2:22][CH2:23][CH2:24][CH2:25][CH2:26][CH2:27][CH3:28])[C:2]1[CH:3]=[CH:4][CH:5]=[CH:6][CH:7]=1. (2) The product is: [CH3:19][O:18][N:17]=[C:15]1[C:10]2([CH2:11][N:12]([CH3:14])[CH2:13]2)[CH2:9][NH:8][CH2:16]1. Given the reactants C([N:8]1[CH2:16][C:15](=[N:17][O:18][CH3:19])[C:10]2([CH2:13][N:12]([CH3:14])[CH2:11]2)[CH2:9]1)C1C=CC=CC=1.[H][H], predict the reaction product. (3) Given the reactants [N-:1]1[C:9]2[C:4](=[CH:5][CH:6]=[CH:7][CH:8]=2)[CH:3]=[N:2]1.[C:10]([O:14][CH2:15][CH3:16])(=[O:13])[CH:11]=[CH2:12].[C:17]([O:20][CH2:21][CH3:22])(=O)[CH3:18].CN([CH:26]=[O:27])C, predict the reaction product. The product is: [CH3:18][C:17]1[O:20][C:21]([C:22]2[CH:7]=[CH:6][CH:5]=[CH:4][CH:3]=2)=[N:1][C:9]=1[CH2:8][CH2:26][O:27][C:5]1[CH:6]=[CH:7][CH:8]=[C:9]2[C:4]=1[CH:3]=[N:2][N:1]2[CH2:12][CH2:11][C:10]([O:14][CH2:15][CH3:16])=[O:13]. (4) Given the reactants [Br:1][C:2]1[CH:3]=[C:4]([CH:8]=[CH:9][C:10]=1[Cl:11])[C:5]([OH:7])=[O:6].S(=O)(=O)(O)O.[CH3:17]O, predict the reaction product. The product is: [Br:1][C:2]1[CH:3]=[C:4]([CH:8]=[CH:9][C:10]=1[Cl:11])[C:5]([O:7][CH3:17])=[O:6]. (5) Given the reactants [CH3:1][C:2]1[CH2:7][CH2:6][C@H:5]([CH:8]([CH3:10])[CH3:9])[C@@H:4]([OH:11])[CH:3]=1, predict the reaction product. The product is: [CH:2]1([CH3:1])[CH2:7][CH2:6][CH:5]([CH:8]([CH3:9])[CH3:10])[CH:4]([OH:11])[CH2:3]1.[CH3:1][C@H:2]1[CH2:3][C@H:4]([OH:11])[C@@H:5]([CH:8]([CH3:10])[CH3:9])[CH2:6][CH2:7]1. (6) Given the reactants [Br:1][C:2]1[CH:3]=[C:4]2[NH:10][C:9]([C:11]3[CH:16]=[CH:15][N:14]=[C:13]([NH:17][C:18](=[O:20])[CH3:19])[CH:12]=3)=[C:8]([C:21]3[CH:26]=[CH:25][C:24]([O:27][CH3:28])=[CH:23][N:22]=3)[C:5]2=[N:6][CH:7]=1.C(=O)([O-])[O-].[Cs+].[Cs+].Cl[CH2:36][O:37][CH2:38][CH2:39][Si:40]([CH3:43])([CH3:42])[CH3:41], predict the reaction product. The product is: [Br:1][C:2]1[CH:3]=[C:4]2[N:10]([CH2:36][O:37][CH2:38][CH2:39][Si:40]([CH3:43])([CH3:42])[CH3:41])[C:9]([C:11]3[CH:16]=[CH:15][N:14]=[C:13]([NH:17][C:18](=[O:20])[CH3:19])[CH:12]=3)=[C:8]([C:21]3[CH:26]=[CH:25][C:24]([O:27][CH3:28])=[CH:23][N:22]=3)[C:5]2=[N:6][CH:7]=1.